Task: Predict which catalyst facilitates the given reaction.. Dataset: Catalyst prediction with 721,799 reactions and 888 catalyst types from USPTO (1) Reactant: Cl[C:2]1[N:3]=[N:4][CH:5]=[C:6](Cl)[C:7]=1[Cl:8].[F:10][C:11]1[CH:16]=[C:15]([F:17])[CH:14]=[CH:13][C:12]=1[CH:18]1[CH2:23][CH2:22][NH:21][CH2:20][CH2:19]1.C(=O)([O-])[O-].[K+].[K+].[NH2:30][NH2:31]. Product: [Cl:8][C:7]1[C:6]([N:21]2[CH2:20][CH2:19][CH:18]([C:12]3[CH:13]=[CH:14][C:15]([F:17])=[CH:16][C:11]=3[F:10])[CH2:23][CH2:22]2)=[CH:5][N:4]=[N:3][C:2]=1[NH:30][NH2:31]. The catalyst class is: 708. (2) Reactant: [CH:1]([C:4]1[CH:9]=[CH:8][C:7]([CH3:10])=[CH:6][C:5]=1[N:11]1[C:15](=[O:16])[CH2:14][S:13]/[C:12]/1=[N:17]\[C:18]([NH:20][CH2:21][CH2:22][C:23]1[CH:28]=[CH:27][C:26]([C:29]2[N:33]=[CH:32][N:31]([C:34]3[CH:39]=[CH:38][C:37]([O:40][C:41]([F:44])([F:43])[F:42])=[CH:36][CH:35]=3)[N:30]=2)=[CH:25][CH:24]=1)=[O:19])([CH3:3])[CH3:2].C1C(=O)C=CC2C=1C=C1C=2C=CC=C1.[B-](F)(F)(F)[F:60].[B-](F)(F)(F)F.C1[N+]2(CCl)CC[N+](F)(CC2)C1. Product: [F:60][CH:14]1[S:13]/[C:12](=[N:17]\[C:18]([NH:20][CH2:21][CH2:22][C:23]2[CH:24]=[CH:25][C:26]([C:29]3[N:33]=[CH:32][N:31]([C:34]4[CH:35]=[CH:36][C:37]([O:40][C:41]([F:44])([F:43])[F:42])=[CH:38][CH:39]=4)[N:30]=3)=[CH:27][CH:28]=2)=[O:19])/[N:11]([C:5]2[CH:6]=[C:7]([CH3:10])[CH:8]=[CH:9][C:4]=2[CH:1]([CH3:3])[CH3:2])[C:15]1=[O:16]. The catalyst class is: 10. (3) Reactant: [C:1]([CH:5]1[N:14]2[C:9](=[CH:10][C:11](=[O:20])[C:12]([C:15]([O:17]CC)=[O:16])=[CH:13]2)[C:8]2[CH:21]=[C:22]([O:34][CH3:35])[C:23]([O:25][CH2:26][CH2:27][CH2:28][C:29]([O:31]CC)=[O:30])=[CH:24][C:7]=2[CH2:6]1)([CH3:4])([CH3:3])[CH3:2].[OH-].[Na+].Cl. Product: [C:1]([CH:5]1[N:14]2[C:9](=[CH:10][C:11](=[O:20])[C:12]([C:15]([OH:17])=[O:16])=[CH:13]2)[C:8]2[CH:21]=[C:22]([O:34][CH3:35])[C:23]([O:25][CH2:26][CH2:27][CH2:28][C:29]([OH:31])=[O:30])=[CH:24][C:7]=2[CH2:6]1)([CH3:4])([CH3:2])[CH3:3]. The catalyst class is: 20. (4) Product: [CH2:30]([O:29][C@@H:5]([CH2:6][C:7]1[CH:12]=[CH:11][C:10]([O:13][CH2:14][CH2:15][C:16]2[CH:17]=[CH:18][C:19]([S:22][C:23]3[CH:28]=[CH:27][CH:26]=[CH:25][CH:24]=3)=[CH:20][CH:21]=2)=[CH:9][CH:8]=1)[C:4]([OH:32])=[O:3])[CH3:31]. The catalyst class is: 30. Reactant: C([O:3][C:4](=[O:32])[C@@H:5]([O:29][CH2:30][CH3:31])[CH2:6][C:7]1[CH:12]=[CH:11][C:10]([O:13][CH2:14][CH2:15][C:16]2[CH:21]=[CH:20][C:19]([S:22][C:23]3[CH:28]=[CH:27][CH:26]=[CH:25][CH:24]=3)=[CH:18][CH:17]=2)=[CH:9][CH:8]=1)C.[OH-].[Li+].Cl. (5) Reactant: [OH:1][CH2:2][C:3]1[C:4]([NH:19][CH2:20][CH2:21][CH2:22][NH:23][C:24](=[O:33])[O:25][CH2:26][C:27]2[CH:32]=[CH:31][CH:30]=[CH:29][CH:28]=2)=[N:5][C:6]([NH:9][C:10]2[CH:15]=[CH:14][CH:13]=[C:12]([N+:16]([O-:18])=[O:17])[CH:11]=2)=[N:7][CH:8]=1.Cl[Si:35]([C:38]([CH3:41])([CH3:40])[CH3:39])([CH3:37])[CH3:36].N1C=CN=C1. Product: [C:27]1([CH2:26][O:25][C:24](=[O:33])[NH:23][CH2:22][CH2:21][CH2:20][NH:19][C:4]2[C:3]([CH2:2][O:1][Si:35]([C:38]([CH3:41])([CH3:40])[CH3:39])([CH3:37])[CH3:36])=[CH:8][N:7]=[C:6]([NH:9][C:10]3[CH:15]=[CH:14][CH:13]=[C:12]([N+:16]([O-:18])=[O:17])[CH:11]=3)[N:5]=2)[CH:28]=[CH:29][CH:30]=[CH:31][CH:32]=1. The catalyst class is: 3. (6) Reactant: [NH2:1][CH2:2][C:3]([NH:5][C@H:6]([CH2:10][C@H:11]([NH:27][C:28]([C:30]1[N:31]=[N:32][NH:33][CH:34]=1)=[O:29])[CH2:12][C:13]1[CH:18]=[CH:17][C:16]([C:19]2[CH:24]=[C:23]([Cl:25])[CH:22]=[CH:21][C:20]=2[F:26])=[CH:15][CH:14]=1)[C:7]([OH:9])=[O:8])=[O:4].Cl[C:36]([O:38][CH3:39])=[O:37].CCN(C(C)C)C(C)C. Product: [Cl:25][C:23]1[CH:22]=[CH:21][C:20]([F:26])=[C:19]([C:16]2[CH:17]=[CH:18][C:13]([CH2:12][C@@H:11]([NH:27][C:28]([C:30]3[N:31]=[N:32][NH:33][CH:34]=3)=[O:29])[CH2:10][C@@H:6]([NH:5][C:3](=[O:4])[CH2:2][NH:1][C:36]([O:38][CH3:39])=[O:37])[C:7]([OH:9])=[O:8])=[CH:14][CH:15]=2)[CH:24]=1. The catalyst class is: 2. (7) Reactant: [NH2:1][C:2]1[CH:7]=[CH:6][C:5]([OH:8])=[CH:4][CH:3]=1.C([O-])([O-])=O.[K+].[K+].F[C:16]1[CH:21]=[C:20]([N+:22]([O-:24])=[O:23])[CH:19]=[C:18]([C:25]([F:28])([F:27])[F:26])[CH:17]=1. Product: [F:26][C:25]([F:27])([F:28])[C:18]1[CH:17]=[C:16]([CH:21]=[C:20]([N+:22]([O-:24])=[O:23])[CH:19]=1)[O:8][C:5]1[CH:6]=[CH:7][C:2]([NH2:1])=[CH:3][CH:4]=1. The catalyst class is: 3.